This data is from Reaction yield outcomes from USPTO patents with 853,638 reactions. The task is: Predict the reaction yield, written as a fraction of the theoretical maximum amount of product (1.0 means a 100% yield; for example, 0.34 means a 34% yield). (1) The reactants are [CH3:1][C:2]([CH3:34])([CH3:33])[CH2:3][C:4]([NH:6][C:7]1[C:8]([CH3:32])=[C:9]([CH3:31])[C:10]2[O:14][CH2:13][CH:12]([C:15]3[CH:20]=[CH:19][C:18]([CH:21]([CH3:28])[CH2:22][C:23]([O:25]CC)=[O:24])=[CH:17][CH:16]=3)[C:11]=2[C:29]=1[CH3:30])=[O:5].[OH-].[Na+].C1COCC1.Cl. The catalyst is CO. The product is [CH3:33][C:2]([CH3:1])([CH3:34])[CH2:3][C:4]([NH:6][C:7]1[C:8]([CH3:32])=[C:9]([CH3:31])[C:10]2[O:14][CH2:13][CH:12]([C:15]3[CH:20]=[CH:19][C:18]([CH:21]([CH3:28])[CH2:22][C:23]([OH:25])=[O:24])=[CH:17][CH:16]=3)[C:11]=2[C:29]=1[CH3:30])=[O:5]. The yield is 0.740. (2) The reactants are [CH3:1][N:2]1[C:7](=[O:8])[C:6]([NH:9][C:10]2[CH:15]=[CH:14][C:13]([N:16]3[CH2:21][CH2:20][N:19]([CH:22]4[CH2:25][O:24][CH2:23]4)[CH2:18][CH2:17]3)=[CH:12][N:11]=2)=[CH:5][C:4]([C:26]2[C:31]([CH:32]=[O:33])=[C:30]([N:34]3[CH:46]=[CH:45][N:37]4[C:38]5[CH2:39][CH2:40][CH2:41][CH2:42][C:43]=5[CH:44]=[C:36]4[C:35]3=[O:47])[N:29]=[CH:28][CH:27]=2)=[CH:3]1.[BH4-].[Na+]. The catalyst is CO. The product is [OH:33][CH2:32][C:31]1[C:30]([N:34]2[CH:46]=[CH:45][N:37]3[C:38]4[CH2:39][CH2:40][CH2:41][CH2:42][C:43]=4[CH:44]=[C:36]3[C:35]2=[O:47])=[N:29][CH:28]=[CH:27][C:26]=1[C:4]1[CH:5]=[C:6]([NH:9][C:10]2[CH:15]=[CH:14][C:13]([N:16]3[CH2:21][CH2:20][N:19]([CH:22]4[CH2:25][O:24][CH2:23]4)[CH2:18][CH2:17]3)=[CH:12][N:11]=2)[C:7](=[O:8])[N:2]([CH3:1])[CH:3]=1. The yield is 0.740. (3) The reactants are [NH2:1][CH2:2][CH:3]([C:5]1[CH:10]=[CH:9][CH:8]=[CH:7][N:6]=1)[OH:4].[C:11]([N:18]1[CH2:23][CH2:22][CH2:21][CH2:20][C:19]1=O)([O:13][C:14]([CH3:17])([CH3:16])[CH3:15])=[O:12].C(O)(=O)C.[Na]. The catalyst is ClCCCl. The product is [C:14]([O:13][C:11]([N:18]1[CH2:23][CH2:22][CH:21]([NH:1][CH2:2][CH:3]([OH:4])[C:5]2[CH:10]=[CH:9][CH:8]=[CH:7][N:6]=2)[CH2:20][CH2:19]1)=[O:12])([CH3:17])([CH3:15])[CH3:16]. The yield is 0.900. (4) The reactants are [CH2:1]([O:8][C:9]1[CH:10]=[C:11]([CH:20]([OH:27])[C:21]2[CH:26]=[CH:25][N:24]=[CH:23][CH:22]=2)[CH:12]=[C:13]2[C:18]=1[N:17]=[CH:16][NH:15][C:14]2=[O:19])[C:2]1[CH:7]=[CH:6][CH:5]=[CH:4][CH:3]=1. The catalyst is ClCCl.[O-2].[Mn+4].[O-2]. The product is [CH2:1]([O:8][C:9]1[CH:10]=[C:11]([C:20](=[O:27])[C:21]2[CH:22]=[CH:23][N:24]=[CH:25][CH:26]=2)[CH:12]=[C:13]2[C:18]=1[N:17]=[CH:16][NH:15][C:14]2=[O:19])[C:2]1[CH:7]=[CH:6][CH:5]=[CH:4][CH:3]=1. The yield is 0.580. (5) The reactants are CS(C)=[O:3].C([O-])([O-])=O.[K+].[K+].[C:11]([C:13]1[CH:18]=[CH:17][C:16]([S:19]([N:22]2[CH2:31][CH2:30][C:29]3[C:24](=[CH:25][C:26]([O:32][CH2:33][CH2:34][CH2:35][N:36]4[CH2:41][CH2:40][CH2:39][CH2:38][CH2:37]4)=[CH:27][CH:28]=3)[CH2:23]2)(=[O:21])=[O:20])=[CH:15][CH:14]=1)#[N:12].OO. The catalyst is CO.O. The product is [N:36]1([CH2:35][CH2:34][CH2:33][O:32][C:26]2[CH:25]=[C:24]3[C:29]([CH2:30][CH2:31][N:22]([S:19]([C:16]4[CH:17]=[CH:18][C:13]([C:11]([NH2:12])=[O:3])=[CH:14][CH:15]=4)(=[O:20])=[O:21])[CH2:23]3)=[CH:28][CH:27]=2)[CH2:41][CH2:40][CH2:39][CH2:38][CH2:37]1. The yield is 0.260. (6) The reactants are [C:1]1([C:7]2[CH:12]=[CH:11][C:10]([C:13]3[C:17]([CH2:18]O)=[CH:16][O:15][N:14]=3)=[CH:9][CH:8]=2)[CH:6]=[CH:5][CH:4]=[CH:3][CH:2]=1.S(Cl)([Cl:22])=O. No catalyst specified. The product is [Cl:22][CH2:18][C:17]1[C:13]([C:10]2[CH:11]=[CH:12][C:7]([C:1]3[CH:6]=[CH:5][CH:4]=[CH:3][CH:2]=3)=[CH:8][CH:9]=2)=[N:14][O:15][CH:16]=1. The yield is 0.920. (7) The reactants are [N+:1]([C:4]1[CH:9]=[CH:8][CH:7]=[CH:6][C:5]=1[CH2:10][C:11](=O)[CH2:12][CH2:13][C:14]([O:16][CH3:17])=[O:15])([O-])=O. The catalyst is CC(O)=O.[Fe]. The product is [NH:1]1[C:4]2[C:5](=[CH:6][CH:7]=[CH:8][CH:9]=2)[CH:10]=[C:11]1[CH2:12][CH2:13][C:14]([O:16][CH3:17])=[O:15]. The yield is 0.850. (8) The reactants are [NH2:1][C:2]1[CH:21]=[CH:20][C:5]([O:6][C:7]2[CH:12]=[CH:11][N:10]=[C:9]3[NH:13][CH:14]=[C:15]([CH2:16][CH2:17][CH2:18][OH:19])[C:8]=23)=[C:4]([F:22])[CH:3]=1.Cl.Cl.[F:25][C:26]1[CH:27]=[C:28](NC(NC(=O)CC2C=CC(F)=CC=2)=S)C=[CH:30][C:31]=1OC1C2=C(C)C(OCCN3CCN(C)CC3)=CN2N=CN=1.CN([C:70]([O:74]N1N=NC2C=CC=NC1=2)=[N+](C)C)C.F[P-](F)(F)(F)(F)F.CCN([CH:97]([CH3:99])[CH3:98])C(C)C.[CH3:100][N:101]([CH:103]=[O:104])[CH3:102]. No catalyst specified. The product is [F:22][C:4]1[CH:3]=[C:2]([NH:1][C:70]([C:99]2[C:103](=[O:104])[N:101]([C:102]3[CH:30]=[CH:31][C:26]([F:25])=[CH:27][CH:28]=3)[CH:100]=[CH:98][CH:97]=2)=[O:74])[CH:21]=[CH:20][C:5]=1[O:6][C:7]1[CH:12]=[CH:11][N:10]=[C:9]2[NH:13][CH:14]=[C:15]([CH2:16][CH2:17][CH2:18][OH:19])[C:8]=12. The yield is 0.660. (9) The reactants are Br[C:2]1[C:7]([O:8][CH3:9])=[CH:6][CH:5]=[CH:4][N:3]=1.C([Li])CCC.[CH2:15]([O:17][C:18]1[CH:19]=[C:20]([C:27]2[S:28][CH:29]=[C:30]([CH2:32][CH2:33][CH:34]=[O:35])[N:31]=2)[CH:21]=[CH:22][C:23]=1[O:24][CH2:25][CH3:26])[CH3:16].[Cl-].[NH4+]. The catalyst is C1COCC1.CCCCCC. The product is [CH2:15]([O:17][C:18]1[CH:19]=[C:20]([C:27]2[S:28][CH:29]=[C:30]([CH2:32][CH2:33][CH:34]([C:2]3[C:7]([O:8][CH3:9])=[CH:6][CH:5]=[CH:4][N:3]=3)[OH:35])[N:31]=2)[CH:21]=[CH:22][C:23]=1[O:24][CH2:25][CH3:26])[CH3:16]. The yield is 0.260. (10) The reactants are [CH2:1]([O:8][C:9]1[CH:18]=[C:17]2[C:12]([C:13](Cl)=[N:14][C:15]([C:19]([C:21]3[CH:26]=[CH:25][C:24]([F:27])=[CH:23][CH:22]=3)=[O:20])=[N:16]2)=[CH:11][CH:10]=1)[C:2]1[CH:7]=[CH:6][CH:5]=[CH:4][CH:3]=1.CCN(C(C)C)C(C)C.[CH3:38][C:39]1[NH:43][N:42]=[C:41]([NH2:44])[CH:40]=1. The catalyst is CN(C=O)C.O. The product is [CH2:1]([O:8][C:9]1[CH:18]=[C:17]2[C:12]([C:13]([NH:44][C:41]3[CH:40]=[C:39]([CH3:38])[NH:43][N:42]=3)=[N:14][C:15]([C:19]([C:21]3[CH:26]=[CH:25][C:24]([F:27])=[CH:23][CH:22]=3)=[O:20])=[N:16]2)=[CH:11][CH:10]=1)[C:2]1[CH:7]=[CH:6][CH:5]=[CH:4][CH:3]=1. The yield is 0.830.